From a dataset of Reaction yield outcomes from USPTO patents with 853,638 reactions. Predict the reaction yield, written as a fraction of the theoretical maximum amount of product (1.0 means a 100% yield; for example, 0.34 means a 34% yield). (1) The reactants are [CH3:1][O:2][C:3]1[CH:4]=[C:5]([CH:11]=[C:12]([C:16]2[CH:21]=[CH:20][C:19]([O:22][CH3:23])=[CH:18][CH:17]=2)[C:13]([OH:15])=[O:14])[CH:6]=[CH:7][C:8]=1[O:9][CH3:10].[C:24](=O)([O-])[O-].[K+].[K+].CI. The catalyst is CN(C)C=O. The product is [CH3:1][O:2][C:3]1[CH:4]=[C:5]([CH:11]=[C:12]([C:16]2[CH:17]=[CH:18][C:19]([O:22][CH3:23])=[CH:20][CH:21]=2)[C:13]([O:15][CH3:24])=[O:14])[CH:6]=[CH:7][C:8]=1[O:9][CH3:10]. The yield is 1.00. (2) The reactants are [CH:1]1([C:4]2[N:5]=[C:6]3[C:12]([C:13](O)=[O:14])=[CH:11][N:10]([CH2:16][O:17][CH2:18][CH2:19][Si:20]([CH3:23])([CH3:22])[CH3:21])[C:7]3=[N:8][CH:9]=2)[CH2:3][CH2:2]1.[NH2:24][CH2:25][CH:26]1[CH2:30][CH2:29][N:28]([C:31]([O:33][C:34]([CH3:37])([CH3:36])[CH3:35])=[O:32])[CH2:27]1.C1C=CC2N(O)N=NC=2C=1.C(Cl)CCl.C(N(CC)C(C)C)(C)C. The catalyst is CN(C=O)C. The product is [C:34]([O:33][C:31]([N:28]1[CH2:29][CH2:30][CH:26]([CH2:25][NH:24][C:13]([C:12]2[C:6]3[C:7](=[N:8][CH:9]=[C:4]([CH:1]4[CH2:2][CH2:3]4)[N:5]=3)[N:10]([CH2:16][O:17][CH2:18][CH2:19][Si:20]([CH3:23])([CH3:22])[CH3:21])[CH:11]=2)=[O:14])[CH2:27]1)=[O:32])([CH3:37])([CH3:36])[CH3:35]. The yield is 0.840. (3) No catalyst specified. The product is [CH3:10][O:11][C:12](=[O:42])[CH2:13][C@H:14]1[C:18]2[CH:19]=[CH:20][C:21]([O:23][C@H:24]3[C:32]4[C:27](=[C:28]([C:2]5[C:3]([CH3:9])=[N:4][CH:5]=[N:6][C:7]=5[CH3:8])[CH:29]=[CH:30][CH:31]=4)[CH2:26][CH2:25]3)=[CH:22][C:17]=2[O:16][CH2:15]1. The yield is 0.470. The reactants are Br[C:2]1[C:3]([CH3:9])=[N:4][CH:5]=[N:6][C:7]=1[CH3:8].[CH3:10][O:11][C:12](=[O:42])[CH2:13][C@H:14]1[C:18]2[CH:19]=[CH:20][C:21]([O:23][C@H:24]3[C:32]4[C:27](=[C:28](B5OC(C)(C)C(C)(C)O5)[CH:29]=[CH:30][CH:31]=4)[CH2:26][CH2:25]3)=[CH:22][C:17]=2[O:16][CH2:15]1. (4) The product is [NH2:14][N:7]1[C:8]2[C:13](=[CH:12][CH:11]=[CH:10][CH:9]=2)[C:4]([OH:3])=[CH:5][C:6]1=[O:22]. The reactants are [OH-].[K+].[OH:3][C:4]1[C:13]2[C:8](=[CH:9][CH:10]=[CH:11][CH:12]=2)[N:7]([N:14]=CC2C=CC=CC=2)[C:6](=[O:22])[C:5]=1C(OCC)=O. The yield is 0.910. The catalyst is O1CCOCC1. (5) The reactants are [O-]P([O-])([O-])=O.[K+].[K+].[K+].[CH2:9]([NH2:16])[C:10]1[CH:15]=[CH:14][CH:13]=[CH:12][CH:11]=1.[Cl:17][C:18]1[CH:23]=[CH:22][C:21](I)=[CH:20][CH:19]=1.C(O)CO. The catalyst is [Cu]I.CCCCCC.C(OCC)(=O)C.CC(O)C. The product is [Cl:17][C:18]1[CH:23]=[CH:22][C:21]([NH:16][CH2:9][C:10]2[CH:15]=[CH:14][CH:13]=[CH:12][CH:11]=2)=[CH:20][CH:19]=1. The yield is 0.840. (6) The reactants are C[Si]([N:5]=[N+:6]=[N-:7])(C)C.[C:8]([C:10]1[N:15]=[C:14]([O:16][CH3:17])[C:13]([N+:18]([O-:20])=[O:19])=[CH:12][CH:11]=1)#[CH:9]. The catalyst is C1(C)C=CC=CC=1.O. The product is [CH3:17][O:16][C:14]1[C:13]([N+:18]([O-:20])=[O:19])=[CH:12][CH:11]=[C:10]([C:8]2[CH:9]=[N:7][NH:6][N:5]=2)[N:15]=1. The yield is 0.770. (7) The reactants are [Cl:1][C:2]1[N:11]=[C:10]2[C:5]([CH:6]=[CH:7][C:8]([NH:12][CH:13]([C:22]3[CH:30]=[CH:29][CH:28]=[CH:27][C:23]=3[C:24](O)=[O:25])[CH2:14][C:15](=[O:21])[CH2:16][CH2:17][CH:18]([CH3:20])[CH3:19])=[N:9]2)=[CH:4][CH:3]=1.C(O)C. The catalyst is O. The product is [Cl:1][C:2]1[N:11]=[C:10]2[C:5]([CH:6]=[CH:7][C:8]([N:12]3[CH:13]([CH2:14][C:15](=[O:21])[CH2:16][CH2:17][CH:18]([CH3:19])[CH3:20])[C:22]4[C:23](=[CH:27][CH:28]=[CH:29][CH:30]=4)[C:24]3=[O:25])=[N:9]2)=[CH:4][CH:3]=1. The yield is 0.360.